Dataset: Forward reaction prediction with 1.9M reactions from USPTO patents (1976-2016). Task: Predict the product of the given reaction. (1) Given the reactants [CH2:1]([O:3][C:4](=[O:22])[C:5]([N:19]=[N+]=[N-])=[CH:6][C:7]1[C:16]([O:17][CH3:18])=[CH:15][C:14]2[CH2:13][CH2:12][CH2:11][CH2:10][C:9]=2[CH:8]=1)[CH3:2], predict the reaction product. The product is: [C:4]([C:5]1[NH:19][C:8]2[C:7]([CH:6]=1)=[C:16]([O:17][CH3:18])[CH:15]=[C:14]1[CH2:13][CH2:12][CH2:11][CH2:10][C:9]=21)([O:3][CH2:1][CH3:2])=[O:22]. (2) Given the reactants [Cl:1][C:2]1[N:7]=[N:6][C:5]([NH:8][NH:9][C:10](=O)[CH2:11][C:12]2[C:13]([F:23])=[C:14]3[C:19](=[CH:20][C:21]=2[F:22])[N:18]=[CH:17][CH:16]=[CH:15]3)=[CH:4][CH:3]=1, predict the reaction product. The product is: [Cl:1][C:2]1[CH:3]=[CH:4][C:5]2[N:6]([C:10]([CH2:11][C:12]3[C:13]([F:23])=[C:14]4[C:19](=[CH:20][C:21]=3[F:22])[N:18]=[CH:17][CH:16]=[CH:15]4)=[N:9][N:8]=2)[N:7]=1. (3) Given the reactants [I:1][C:2]1[CH:9]=[C:6]([CH:7]=[O:8])[C:5]([OH:10])=[CH:4][CH:3]=1.C([O-])([O-])=O.[K+].[K+].[C:17]([O:21][C:22]([N:24]1[CH2:29][CH2:28][CH:27](OS(C2C=CC(C)=CC=2)(=O)=O)[CH2:26][CH2:25]1)=[O:23])([CH3:20])([CH3:19])[CH3:18], predict the reaction product. The product is: [C:17]([O:21][C:22]([N:24]1[CH2:29][CH2:28][CH:27]([O:10][C:5]2[CH:4]=[CH:3][C:2]([I:1])=[CH:9][C:6]=2[CH:7]=[O:8])[CH2:26][CH2:25]1)=[O:23])([CH3:20])([CH3:18])[CH3:19]. (4) Given the reactants Br[C:2]1[CH:3]=[CH:4][C:5]2[N:6]([N:8]=[C:9]([NH:11][C:12](=[O:19])[C:13]3[CH:18]=[CH:17][CH:16]=[N:15][CH:14]=3)[N:10]=2)[CH:7]=1.[O:20]1[CH:24]=[CH:23][C:22](B(O)O)=[CH:21]1, predict the reaction product. The product is: [O:20]1[CH:24]=[CH:23][C:22]([C:2]2[CH:3]=[CH:4][C:5]3[N:6]([N:8]=[C:9]([NH:11][C:12](=[O:19])[C:13]4[CH:18]=[CH:17][CH:16]=[N:15][CH:14]=4)[N:10]=3)[CH:7]=2)=[CH:21]1. (5) Given the reactants [F:1][C:2]1[C:3]([C:13]([F:16])([F:15])[F:14])=[CH:4][CH:5]=[C:6]2[C:11]=1[C:10](=[O:12])[NH:9][CH2:8][CH2:7]2.I[C:18]1[CH:19]=[N:20][CH:21]=[CH:22][C:23]=1[CH3:24].[O-]P([O-])([O-])=O.[K+].[K+].[K+].CN[C@@H]1CCCC[C@H]1NC, predict the reaction product. The product is: [F:1][C:2]1[C:3]([C:13]([F:16])([F:14])[F:15])=[CH:4][CH:5]=[C:6]2[C:11]=1[C:10](=[O:12])[N:9]([C:18]1[CH:19]=[N:20][CH:21]=[CH:22][C:23]=1[CH3:24])[CH2:8][CH2:7]2. (6) Given the reactants Br[C:2]1[C:10]2[C:5](=[CH:6][CH:7]=[C:8]([C:11]#[N:12])[CH:9]=2)[N:4]([CH:13]2[CH2:18][CH2:17][CH2:16][CH2:15][O:14]2)[N:3]=1.P([O-])([O-])([O-])=O.[K+].[K+].[K+].ClCCl.[O:30]1[C:34](B(O)O)=[CH:33][C:32]2[CH:38]=[CH:39][CH:40]=[CH:41][C:31]1=2, predict the reaction product. The product is: [O:30]1[C:34]([C:2]2[C:10]3[C:5](=[CH:6][CH:7]=[C:8]([C:11]#[N:12])[CH:9]=3)[N:4]([CH:13]3[CH2:18][CH2:17][CH2:16][CH2:15][O:14]3)[N:3]=2)=[CH:33][C:32]2[CH:38]=[CH:39][CH:40]=[CH:41][C:31]1=2. (7) Given the reactants [CH3:1][O:2][C:3](=[O:39])[C:4]1[CH:9]=[CH:8][C:7]([CH:10]([N:28]2[CH2:33][CH2:32][N:31]([CH2:34][C:35]([O:37]C)=[O:36])[CH2:30][CH2:29]2)[CH2:11][O:12][CH2:13][C:14]2[CH:19]=[C:18]([C:20]([F:23])([F:22])[F:21])[CH:17]=[C:16]([C:24]([F:27])([F:26])[F:25])[CH:15]=2)=[CH:6][CH:5]=1.[OH-].[K+], predict the reaction product. The product is: [OH2:2].[CH3:1][O:2][C:3](=[O:39])[C:4]1[CH:5]=[CH:6][C:7]([CH:10]([N:28]2[CH2:29][CH2:30][N:31]([CH2:34][C:35]([OH:37])=[O:36])[CH2:32][CH2:33]2)[CH2:11][O:12][CH2:13][C:14]2[CH:19]=[C:18]([C:20]([F:22])([F:23])[F:21])[CH:17]=[C:16]([C:24]([F:25])([F:26])[F:27])[CH:15]=2)=[CH:8][CH:9]=1.[F:23][C:20]([C:18]1[CH:19]=[C:14]([CH:15]=[C:16]([C:24]([F:25])([F:26])[F:27])[CH:17]=1)[CH2:13][O:12][CH2:11][CH:10]([C:7]1[CH:6]=[CH:5][C:4]([C:3]([O:2][CH3:1])=[O:39])=[CH:9][CH:8]=1)[N:28]1[CH2:33][CH2:32][N:31]([CH2:34][C:35]([OH:37])=[O:36])[CH2:30][CH2:29]1)([F:22])[F:21].